Dataset: Catalyst prediction with 721,799 reactions and 888 catalyst types from USPTO. Task: Predict which catalyst facilitates the given reaction. (1) Reactant: [CH3:1][C:2]1[CH:24]=[CH:23][C:5]([C:6]([NH:8][C:9]2[S:10][C:11]3[CH:17]=[C:16]([C:18]([O:20]CC)=[O:19])[CH:15]=[CH:14][C:12]=3[N:13]=2)=[O:7])=[CH:4][CH:3]=1.[OH-].[Na+]. Product: [CH3:1][C:2]1[CH:3]=[CH:4][C:5]([C:6]([NH:8][C:9]2[S:10][C:11]3[CH:17]=[C:16]([C:18]([OH:20])=[O:19])[CH:15]=[CH:14][C:12]=3[N:13]=2)=[O:7])=[CH:23][CH:24]=1. The catalyst class is: 5. (2) Reactant: C(OC(=O)N[C@@H]1[C@H](N[C:15]2[N:16]=[CH:17][C:18]3[S:23][CH:22]=[C:21]([C:24](=[O:36])[NH:25][C:26]4[CH:35]=[CH:34][C:33]5[C:28](=[CH:29][CH:30]=[CH:31][CH:32]=5)[CH:27]=4)[C:19]=3[N:20]=2)CCOC1)(C)(C)C. Product: [CH:27]1[C:28]2[C:33](=[CH:32][CH:31]=[CH:30][CH:29]=2)[CH:34]=[CH:35][C:26]=1[NH:25][C:24]([C:21]1[C:19]2[N:20]=[CH:15][N:16]=[CH:17][C:18]=2[S:23][CH:22]=1)=[O:36]. The catalyst class is: 631. (3) Reactant: [Br:1][C:2]1[C:3]([CH3:13])=[C:4]([N+:10]([O-:12])=[O:11])[C:5](N)=[N:6][C:7]=1[CH3:8].N([O-])=[O:15].[Na+]. Product: [Br:1][C:2]1[C:3]([CH3:13])=[C:4]([N+:10]([O-:12])=[O:11])[C:5]([OH:15])=[N:6][C:7]=1[CH3:8]. The catalyst class is: 574. (4) Reactant: [F:1][C:2]1[CH:7]=[C:6]([F:8])[CH:5]=[CH:4][C:3]=1[C:9]1[CH:14]=[CH:13][C:12]([C@@H:15]([N:17]2[CH2:22][CH2:21][C@:20]([CH2:30][CH2:31][NH:32][C:33](=[O:43])[CH2:34][NH:35]C(=O)OC(C)(C)C)([C:23]3[CH:28]=[CH:27][C:26]([F:29])=[CH:25][CH:24]=3)[O:19][C:18]2=[O:44])[CH3:16])=[CH:11][CH:10]=1. Product: [NH2:35][CH2:34][C:33]([NH:32][CH2:31][CH2:30][C@@:20]1([C:23]2[CH:24]=[CH:25][C:26]([F:29])=[CH:27][CH:28]=2)[O:19][C:18](=[O:44])[N:17]([C@H:15]([C:12]2[CH:11]=[CH:10][C:9]([C:3]3[CH:4]=[CH:5][C:6]([F:8])=[CH:7][C:2]=3[F:1])=[CH:14][CH:13]=2)[CH3:16])[CH2:22][CH2:21]1)=[O:43]. The catalyst class is: 137. (5) Product: [Si:1]([O:8][CH2:9][CH2:10][NH:16][CH2:15][CH:12]1[CH2:14][CH2:13]1)([C:4]([CH3:7])([CH3:6])[CH3:5])([CH3:3])[CH3:2]. Reactant: [Si:1]([O:8][CH2:9][CH:10]=O)([C:4]([CH3:7])([CH3:6])[CH3:5])([CH3:3])[CH3:2].[CH:12]1([CH2:15][NH2:16])[CH2:14][CH2:13]1.[BH4-].[Na+].[OH-].[Na+]. The catalyst class is: 5.